From a dataset of TCR-epitope binding with 47,182 pairs between 192 epitopes and 23,139 TCRs. Binary Classification. Given a T-cell receptor sequence (or CDR3 region) and an epitope sequence, predict whether binding occurs between them. (1) The epitope is KMQRMLLEK. The TCR CDR3 sequence is CASSQEGTGVNQPQHF. Result: 1 (the TCR binds to the epitope). (2) The TCR CDR3 sequence is CASSYRTGKDTQYF. Result: 0 (the TCR does not bind to the epitope). The epitope is QASQEVKNW. (3) The epitope is ELAGIGILTV. The TCR CDR3 sequence is CASMRGDNEQFF. Result: 1 (the TCR binds to the epitope). (4) The epitope is SSNVANYQK. The TCR CDR3 sequence is CASSLARDSNQPQHF. Result: 1 (the TCR binds to the epitope). (5) The epitope is KPLEFGATSAAL. The TCR CDR3 sequence is CASSFPGLVSEQYF. Result: 1 (the TCR binds to the epitope). (6) The epitope is LLQTGIHVRVSQPSL. The TCR CDR3 sequence is CAIREGPTNEKLFF. Result: 1 (the TCR binds to the epitope).